From a dataset of Catalyst prediction with 721,799 reactions and 888 catalyst types from USPTO. Predict which catalyst facilitates the given reaction. Reactant: Br[CH2:2]/[CH:3]=[CH:4]/[C:5]([OH:7])=O.[C:8]([NH:12][CH3:13])([CH3:11])([CH3:10])[CH3:9].CCN(C(C)C)C(C)C.[Cl:23][C:24]1[CH:25]=[C:26]([NH:31][C:32]2[C:37]([C:38]#[N:39])=[CH:36][N:35]=[C:34]3[S:40][C:41]4[CH2:42][NH:43][CH2:44][CH2:45][C:46]=4[C:33]=23)[CH:27]=[CH:28][C:29]=1[F:30].CCN=C=NCCCN(C)C. Product: [C:8]([N:12]([CH3:13])[CH2:2]/[CH:3]=[CH:4]/[C:5]([N:43]1[CH2:44][CH2:45][C:46]2[C:33]3[C:34]([S:40][C:41]=2[CH2:42]1)=[N:35][CH:36]=[C:37]([C:38]#[N:39])[C:32]=3[NH:31][C:26]1[CH:27]=[CH:28][C:29]([F:30])=[C:24]([Cl:23])[CH:25]=1)=[O:7])([CH3:11])([CH3:10])[CH3:9]. The catalyst class is: 34.